From a dataset of Reaction yield outcomes from USPTO patents with 853,638 reactions. Predict the reaction yield, written as a fraction of the theoretical maximum amount of product (1.0 means a 100% yield; for example, 0.34 means a 34% yield). The reactants are [C:25]1([C:27](C2C(COCC3C([C:24]4[C:25](=[CH:27][CH:28]=[C:29]([OH:31])[CH:30]=4)[OH:26])=CC=CC=3)=CC=CC=2)=[CH:28][C:29](=[CH:30][CH:24]=1)[OH:31])[OH:26].[F:32][C:33]([F:44])([F:43])[C:34]1[CH:35]=[C:36](B(O)O)[CH:37]=[CH:38][CH:39]=1.C(N(CC)CC)C. The catalyst is ClCCl.C([O-])(=O)C.[Cu+2].C([O-])(=O)C. The product is [F:32][C:33]([F:44])([F:43])[C:34]1[CH:39]=[C:38]([CH:37]=[CH:36][CH:35]=1)[O:26][C:25]1[CH:24]=[CH:30][C:29]([OH:31])=[CH:28][CH:27]=1. The yield is 0.470.